This data is from Forward reaction prediction with 1.9M reactions from USPTO patents (1976-2016). The task is: Predict the product of the given reaction. Given the reactants [Cl:1][C:2]1[CH:7]=[CH:6][C:5]([C:8]2[N:12](CC=C)[C:11](=[O:16])[N:10]([CH2:17][C:18]([O:20][CH3:21])=[O:19])[N:9]=2)=[CH:4][CH:3]=1.C(O)=O.C(N(CC)CC)C, predict the reaction product. The product is: [Cl:1][C:2]1[CH:7]=[CH:6][C:5]([C:8]2[NH:12][C:11](=[O:16])[N:10]([CH2:17][C:18]([O:20][CH3:21])=[O:19])[N:9]=2)=[CH:4][CH:3]=1.